From a dataset of Catalyst prediction with 721,799 reactions and 888 catalyst types from USPTO. Predict which catalyst facilitates the given reaction. (1) Reactant: [CH:1]([C:3]1[CH:8]=[CH:7][C:6]([NH:9][C:10]([C:12]2[CH:13]=[C:14]([CH2:18][NH:19][C:20]([CH2:22][CH2:23][N:24]3[CH2:29][CH2:28][CH:27]([O:30][C:31](=[O:45])[NH:32][C:33]4[CH:38]=[CH:37][CH:36]=[CH:35][C:34]=4[C:39]4[CH:44]=[CH:43][CH:42]=[CH:41][CH:40]=4)[CH2:26][CH2:25]3)=[O:21])[CH:15]=[CH:16][CH:17]=2)=[O:11])=[CH:5][CH:4]=1)=O.C(O)(=O)C.[NH2:50][CH2:51][C@@H:52]([C:61]1[CH:70]=[CH:69][C:68]([OH:71])=[C:67]2[C:62]=1[CH:63]=[CH:64][C:65](=[O:72])[NH:66]2)[O:53][Si:54]([C:57]([CH3:60])([CH3:59])[CH3:58])([CH3:56])[CH3:55].C(O[BH-](OC(=O)C)OC(=O)C)(=O)C.[Na+].C(=O)(O)[O-].[Na+]. Product: [Si:54]([O:53][C@H:52]([C:61]1[CH:70]=[CH:69][C:68]([OH:71])=[C:67]2[C:62]=1[CH:63]=[CH:64][C:65](=[O:72])[NH:66]2)[CH2:51][NH:50][CH2:1][C:3]1[CH:4]=[CH:5][C:6]([NH:9][C:10]([C:12]2[CH:13]=[C:14]([CH2:18][NH:19][C:20]([CH2:22][CH2:23][N:24]3[CH2:29][CH2:28][CH:27]([O:30][C:31](=[O:45])[NH:32][C:33]4[CH:38]=[CH:37][CH:36]=[CH:35][C:34]=4[C:39]4[CH:44]=[CH:43][CH:42]=[CH:41][CH:40]=4)[CH2:26][CH2:25]3)=[O:21])[CH:15]=[CH:16][CH:17]=2)=[O:11])=[CH:7][CH:8]=1)([C:57]([CH3:60])([CH3:59])[CH3:58])([CH3:56])[CH3:55]. The catalyst class is: 61. (2) Reactant: [C:1]([O:5][C:6]([N:8]1[CH2:12][C:11]([F:15])([CH2:13][F:14])[CH2:10][C@H:9]1[C:16]([OH:18])=O)=[O:7])([CH3:4])([CH3:3])[CH3:2].CN(C(ON1N=NC2C=CC=NC1=2)=[N+](C)C)C.F[P-](F)(F)(F)(F)F.CCN(C(C)C)C(C)C.Cl.[F:53][C:54]([F:70])([F:69])[C:55]1[N:60]=[CH:59][C:58]([C:61]2[N:66]=[CH:65][N:64]=[C:63]([CH2:67][NH2:68])[CH:62]=2)=[CH:57][CH:56]=1. Product: [F:15][C:11]1([CH2:13][F:14])[CH2:12][N:8]([C:6]([O:5][C:1]([CH3:2])([CH3:3])[CH3:4])=[O:7])[C@H:9]([C:16](=[O:18])[NH:68][CH2:67][C:63]2[CH:62]=[C:61]([C:58]3[CH:59]=[N:60][C:55]([C:54]([F:70])([F:69])[F:53])=[CH:56][CH:57]=3)[N:66]=[CH:65][N:64]=2)[CH2:10]1. The catalyst class is: 35. (3) Reactant: [CH2:1]([O:8][C@@H:9]1[C@@H:14]([O:15][CH2:16][C:17]2[CH:22]=[CH:21][CH:20]=[CH:19][CH:18]=2)[C@H:13]([O:23][CH2:24][C:25]2[CH:30]=[CH:29][CH:28]=[CH:27][CH:26]=2)[C@@H:12]([CH2:31][O:32][CH2:33][C:34]2[CH:39]=[CH:38][CH:37]=[CH:36][CH:35]=2)[O:11][C@H:10]1[N:40]1[C:48]2[C:43](=[C:44]([CH3:49])[CH:45]=[CH:46][CH:47]=2)[C:42]([CH2:50][C:51]2[CH:56]=[CH:55][C:54](/[CH:57]=[CH:58]/[CH2:59][C:60]([O:62][CH2:63][C@@H:64]3[CH2:68][O:67]C(C)(C)[O:65]3)=[O:61])=[CH:53][CH:52]=2)=[CH:41]1)[C:2]1[CH:7]=[CH:6][CH:5]=[CH:4][CH:3]=1. Product: [CH2:1]([O:8][C@@H:9]1[C@@H:14]([O:15][CH2:16][C:17]2[CH:22]=[CH:21][CH:20]=[CH:19][CH:18]=2)[C@H:13]([O:23][CH2:24][C:25]2[CH:26]=[CH:27][CH:28]=[CH:29][CH:30]=2)[C@@H:12]([CH2:31][O:32][CH2:33][C:34]2[CH:39]=[CH:38][CH:37]=[CH:36][CH:35]=2)[O:11][C@H:10]1[N:40]1[C:48]2[C:43](=[C:44]([CH3:49])[CH:45]=[CH:46][CH:47]=2)[C:42]([CH2:50][C:51]2[CH:56]=[CH:55][C:54](/[CH:57]=[CH:58]/[CH2:59][C:60]([O:62][CH2:63][C@@H:64]([OH:65])[CH2:68][OH:67])=[O:61])=[CH:53][CH:52]=2)=[CH:41]1)[C:2]1[CH:7]=[CH:6][CH:5]=[CH:4][CH:3]=1. The catalyst class is: 98. (4) Reactant: [Br:1][C:2]1[C:3]([Cl:20])=[C:4]([NH:15][S:16]([CH3:19])(=[O:18])=[O:17])[CH:5]=[C:6]([F:14])[C:7]=1[CH2:8][C:9]1[NH:10][CH2:11][CH2:12][N:13]=1.Cl. Product: [ClH:20].[Br:1][C:2]1[C:3]([Cl:20])=[C:4]([NH:15][S:16]([CH3:19])(=[O:18])=[O:17])[CH:5]=[C:6]([F:14])[C:7]=1[CH2:8][C:9]1[NH:13][CH2:12][CH2:11][N:10]=1. The catalyst class is: 5. (5) Reactant: [OH-].[Na+].[F:3][C:4]1[CH:5]=[C:6]([C:10]2[N:15]=[CH:14][C:13]([C:16]([NH:18][C@@H:19]3[CH2:24][CH2:23][C@H:22]([C:25]([O:27]C)=[O:26])[CH2:21][CH2:20]3)=[O:17])=[CH:12][CH:11]=2)[CH:7]=[CH:8][CH:9]=1. Product: [F:3][C:4]1[CH:5]=[C:6]([C:10]2[N:15]=[CH:14][C:13]([C:16]([NH:18][C@@H:19]3[CH2:20][CH2:21][C@H:22]([C:25]([OH:27])=[O:26])[CH2:23][CH2:24]3)=[O:17])=[CH:12][CH:11]=2)[CH:7]=[CH:8][CH:9]=1. The catalyst class is: 5. (6) Reactant: CC(OI1(OC(C)=O)(OC(C)=O)OC(=O)C2C=CC=CC1=2)=O.[OH:23][C@@H:24]1[C@H:28]2[N:29]([C:34](=[O:59])[C@@H:35]([NH:41][C:42](=[O:58])[C:43]3[CH:48]=[CH:47][C:46]([N:49]4[CH2:54][CH2:53][N:52]([CH:55]([CH3:57])[CH3:56])[CH2:51][CH2:50]4)=[CH:45][CH:44]=3)[CH2:36][C:37]([CH3:40])([CH3:39])[CH3:38])[CH2:30][C@@H:31]([O:32][CH3:33])[C@H:27]2[O:26][CH2:25]1. Product: [CH:55]([N:52]1[CH2:51][CH2:50][N:49]([C:46]2[CH:45]=[CH:44][C:43]([C:42]([NH:41][C@@H:35]([CH2:36][C:37]([CH3:40])([CH3:39])[CH3:38])[C:34]([N:29]3[CH2:30][C@@H:31]([O:32][CH3:33])[C@H:27]4[O:26][CH2:25][C:24](=[O:23])[C@@H:28]34)=[O:59])=[O:58])=[CH:48][CH:47]=2)[CH2:54][CH2:53]1)([CH3:57])[CH3:56]. The catalyst class is: 4. (7) Reactant: [Br:1][CH2:2][C:3]([C:5]1[CH:9]=[CH:8][S:7][CH:6]=1)=[O:4].[C:10]([O:14][C:15]([NH:17][CH:18]([C:30]1[CH:35]=[CH:34][CH:33]=[CH:32][CH:31]=1)[C:19]([O:21][C@@H:22]1[CH:27]2[CH2:28][CH2:29][N:24]([CH2:25][CH2:26]2)[CH2:23]1)=[O:20])=[O:16])([CH3:13])([CH3:12])[CH3:11].CCOCC. Product: [Br-:1].[C:10]([O:14][C:15]([NH:17][CH:18]([C:30]1[CH:35]=[CH:34][CH:33]=[CH:32][CH:31]=1)[C:19]([O:21][C@@H:22]1[CH:27]2[CH2:28][CH2:29][N+:24]([CH2:2][C:3](=[O:4])[C:5]3[CH:9]=[CH:8][S:7][CH:6]=3)([CH2:25][CH2:26]2)[CH2:23]1)=[O:20])=[O:16])([CH3:13])([CH3:11])[CH3:12]. The catalyst class is: 13. (8) Reactant: [S:1].O.[S:3]([O-:7])([O-:6])(=[O:5])=[O:4].[Zn+2:8].O.[S:10]([O-:14])([O-:13])(=[O:12])=[O:11].[Mg+2:15]. Product: [S:1].[S:3]([O-:7])([O-:6])(=[O:5])=[O:4].[Zn+2:8].[S:10]([O-:14])([O-:13])(=[O:12])=[O:11].[Mg+2:15]. The catalyst class is: 6. (9) Reactant: O.[OH-].[Li+].Br.[C:5]([O:9][C:10]([NH:12][C:13]([NH:15][C:16]1[S:17][CH:18]=[C:19]([C:21]([O:23]CC)=[O:22])[N:20]=1)=[NH:14])=[O:11])([CH3:8])([CH3:7])[CH3:6]. Product: [C:5]([O:9][C:10]([NH:12][C:13]([NH:15][C:16]1[S:17][CH:18]=[C:19]([C:21]([OH:23])=[O:22])[N:20]=1)=[NH:14])=[O:11])([CH3:8])([CH3:6])[CH3:7]. The catalyst class is: 132. (10) Reactant: C[O:2][C:3]1[CH:31]=[CH:30][C:6]([C:7]([N:9]2[C:18]3[C:13](=[CH:14][CH:15]=[CH:16][CH:17]=3)[CH:12]([N:19]([C:23]3[CH:28]=[CH:27][CH:26]=[CH:25][CH:24]=3)[C:20](=[O:22])[CH3:21])[CH2:11][CH:10]2[CH3:29])=[O:8])=[CH:5][CH:4]=1.B(Br)(Br)Br.C(OCC)(=O)C. Product: [OH:2][C:3]1[CH:4]=[CH:5][C:6]([C:7]([N:9]2[C:18]3[C:13](=[CH:14][CH:15]=[CH:16][CH:17]=3)[C@H:12]([N:19]([C:23]3[CH:24]=[CH:25][CH:26]=[CH:27][CH:28]=3)[C:20](=[O:22])[CH3:21])[CH2:11][C@@H:10]2[CH3:29])=[O:8])=[CH:30][CH:31]=1. The catalyst class is: 4.